From a dataset of Peptide-MHC class I binding affinity with 185,985 pairs from IEDB/IMGT. Regression. Given a peptide amino acid sequence and an MHC pseudo amino acid sequence, predict their binding affinity value. This is MHC class I binding data. (1) The peptide sequence is KLTQGRQTY. The MHC is HLA-A69:01 with pseudo-sequence HLA-A69:01. The binding affinity (normalized) is 0.0847. (2) The peptide sequence is IANTTDHFF. The MHC is HLA-A26:01 with pseudo-sequence HLA-A26:01. The binding affinity (normalized) is 0.0847. (3) The binding affinity (normalized) is 0. The peptide sequence is KTFPPTEPK. The MHC is HLA-A02:06 with pseudo-sequence HLA-A02:06. (4) The peptide sequence is KLSPSPSSRV. The binding affinity (normalized) is 0.731. The MHC is HLA-A02:02 with pseudo-sequence HLA-A02:02.